This data is from Forward reaction prediction with 1.9M reactions from USPTO patents (1976-2016). The task is: Predict the product of the given reaction. (1) The product is: [CH3:1][C:2]1[N:14]2[C:5]([C:6]3[CH:7]=[C:8]([C:23]4[CH:28]=[CH:27][CH:26]=[CH:25][CH:24]=4)[C:9]([C:15]4[CH:22]=[CH:21][C:18]([CH2:19][NH2:29])=[CH:17][CH:16]=4)=[N:10][C:11]=3[CH:12]=[CH:13]2)=[N:4][N:3]=1. Given the reactants [CH3:1][C:2]1[N:14]2[C:5]([C:6]3[CH:7]=[C:8]([C:23]4[CH:28]=[CH:27][CH:26]=[CH:25][CH:24]=4)[C:9]([C:15]4[CH:22]=[CH:21][C:18]([CH:19]=O)=[CH:17][CH:16]=4)=[N:10][C:11]=3[CH:12]=[CH:13]2)=[N:4][N:3]=1.[NH2:29]C(C)(CC(C)C)C(O)=O, predict the reaction product. (2) Given the reactants [OH:1][C:2]1[CH:9]=[C:8]([O:10][CH2:11][O:12][CH3:13])[CH:7]=[CH:6][C:3]=1[CH:4]=[O:5].[CH2:14](Br)[C:15]1[CH:20]=[CH:19][CH:18]=[CH:17][CH:16]=1.C(=O)([O-])[O-].[K+].[K+].CN(C)C=O, predict the reaction product. The product is: [CH2:14]([O:1][C:2]1[CH:9]=[C:8]([O:10][CH2:11][O:12][CH3:13])[CH:7]=[CH:6][C:3]=1[CH:4]=[O:5])[C:15]1[CH:20]=[CH:19][CH:18]=[CH:17][CH:16]=1. (3) Given the reactants [Br:1][C:2]1[CH:3]=[C:4](C(=O)C(Cl)(Cl)Cl)[NH:5][CH:6]=1.[CH3:13][O-:14].[Na+].[CH3:16][OH:17], predict the reaction product. The product is: [Br:1][C:2]1[CH:3]=[C:4]([C:13]([O:17][CH3:16])=[O:14])[NH:5][CH:6]=1. (4) The product is: [Cl:9][C:10]1[CH:15]=[CH:14][C:13]([S:16]([N:19]2[C:28]3[CH:27]=[CH:26][C:25]([F:29])=[CH:24][C:23]=3[C:22]3[NH:32][N:4]=[CH:6][C:21]=3[CH2:20]2)(=[O:18])=[O:17])=[CH:12][CH:11]=1. Given the reactants COC(OC)[N:4]([CH3:6])C.[Cl:9][C:10]1[CH:15]=[CH:14][C:13]([S:16]([N:19]2[C:28]3[C:23](=[CH:24][C:25]([F:29])=[CH:26][CH:27]=3)[C:22](=O)[CH2:21][CH2:20]2)(=[O:18])=[O:17])=[CH:12][CH:11]=1.O.[NH2:32]N, predict the reaction product. (5) Given the reactants [CH:1]1([CH2:4][O:5][C:6]2[N:11]=[CH:10][N:9]=[C:8]([NH2:12])[CH:7]=2)[CH2:3][CH2:2]1.C1(O)CCC1, predict the reaction product. The product is: [CH:4]1([O:5][C:6]2[N:11]=[CH:10][N:9]=[C:8]([NH2:12])[CH:7]=2)[CH2:2][CH2:3][CH2:1]1. (6) Given the reactants [CH:1]([C:3]1[C:4]([O:14][CH2:15][C:16]2[CH:41]=[CH:40][C:19]([O:20][CH2:21][C:22]3[N:23]=[C:24]([C:28]4[CH:33]=[CH:32][C:31]([CH2:34][C:35]([O:37][CH2:38][CH3:39])=[O:36])=[CH:30][CH:29]=4)[O:25][C:26]=3[CH3:27])=[C:18]([O:42][CH3:43])[CH:17]=2)=[N:5][N:6]([C:8]2[CH:13]=[CH:12][CH:11]=[CH:10][CH:9]=2)[CH:7]=1)=O.[CH2:44](P(=O)(OCC)OCC)[P:45](=[O:52])([O:49][CH2:50][CH3:51])[O:46][CH2:47][CH3:48].CN(C)C=O.[H-].[Na+], predict the reaction product. The product is: [CH2:47]([O:46][P:45](/[CH:44]=[CH:1]/[C:3]1[C:4]([O:14][CH2:15][C:16]2[CH:41]=[CH:40][C:19]([O:20][CH2:21][C:22]3[N:23]=[C:24]([C:28]4[CH:29]=[CH:30][C:31]([CH2:34][C:35]([O:37][CH2:38][CH3:39])=[O:36])=[CH:32][CH:33]=4)[O:25][C:26]=3[CH3:27])=[C:18]([O:42][CH3:43])[CH:17]=2)=[N:5][N:6]([C:8]2[CH:9]=[CH:10][CH:11]=[CH:12][CH:13]=2)[CH:7]=1)([O:49][CH2:50][CH3:51])=[O:52])[CH3:48]. (7) Given the reactants [CH:1]1([NH:4][C:5]2[C:6]([N:15]3[CH2:20][CH2:19][N:18](C(OC(C)(C)C)=O)[CH:17]([CH3:28])[CH2:16]3)=[N:7][C:8]3[C:13]([N:14]=2)=[CH:12][CH:11]=[CH:10][CH:9]=3)[CH2:3][CH2:2]1.[ClH:29], predict the reaction product. The product is: [ClH:29].[ClH:29].[CH:1]1([NH:4][C:5]2[C:6]([N:15]3[CH2:20][CH2:19][NH:18][CH:17]([CH3:28])[CH2:16]3)=[N:7][C:8]3[C:13](=[CH:12][CH:11]=[CH:10][CH:9]=3)[N:14]=2)[CH2:2][CH2:3]1. (8) Given the reactants [N:1]1[CH:6]=[CH:5][CH:4]=[C:3]2CC3[C:13]([C:2]=12)=[CH:12][CH:11]=[CH:10][CH:9]=3.[CH3:14][C:15]([CH3:18])([O-])[CH3:16].[K+].IC.O, predict the reaction product. The product is: [CH3:14][C:15]1([CH3:18])[C:3]2[C:2](=[N:1][CH:6]=[CH:5][CH:4]=2)[C:13]2[C:16]1=[CH:9][CH:10]=[CH:11][CH:12]=2. (9) Given the reactants [CH3:1][N:2]1[CH:6]=[C:5]([N:7]2[CH:12]=[CH:11][C:10](=[O:13])[C:9]([CH:14]([C:16]3[CH:21]=[CH:20][CH:19]=[C:18]([N+:22]([O-])=O)[CH:17]=3)[CH3:15])=[N:8]2)[CH:4]=[N:3]1, predict the reaction product. The product is: [NH2:22][C:18]1[CH:17]=[C:16]([CH:14]([C:9]2[C:10](=[O:13])[CH:11]=[CH:12][N:7]([C:5]3[CH:4]=[N:3][N:2]([CH3:1])[CH:6]=3)[N:8]=2)[CH3:15])[CH:21]=[CH:20][CH:19]=1.